From a dataset of Full USPTO retrosynthesis dataset with 1.9M reactions from patents (1976-2016). Predict the reactants needed to synthesize the given product. (1) Given the product [Cl:35][C:9]1[CH:10]=[C:11]2[N:16]=[C:15]([O:17][C@@H:18]3[CH2:19][O:20][C@@H:21]4[C@H:25]([OH:26])[CH2:24][O:23][C@H:22]34)[N:14]([CH2:27][O:28][CH2:29][CH2:30][Si:31]([CH3:34])([CH3:33])[CH3:32])[C:12]2=[N:13][C:8]=1[C:5]1[CH:6]=[CH:7][C:2]([N:36]2[CH2:37][CH2:38][CH:39]([NH:42][C:43](=[O:48])[O:44][CH:45]([CH3:46])[CH3:47])[CH2:40][CH2:41]2)=[CH:3][CH:4]=1, predict the reactants needed to synthesize it. The reactants are: Br[C:2]1[CH:7]=[CH:6][C:5]([C:8]2[N:13]=[C:12]3[N:14]([CH2:27][O:28][CH2:29][CH2:30][Si:31]([CH3:34])([CH3:33])[CH3:32])[C:15]([O:17][C@H:18]4[C@H:22]5[O:23][CH2:24][C@@H:25]([OH:26])[C@H:21]5[O:20][CH2:19]4)=[N:16][C:11]3=[CH:10][C:9]=2[Cl:35])=[CH:4][CH:3]=1.[NH:36]1[CH2:41][CH2:40][CH:39]([NH:42][C:43](=[O:48])[O:44][CH:45]([CH3:47])[CH3:46])[CH2:38][CH2:37]1. (2) Given the product [CH2:30]([N:37]1[CH2:42][CH2:41][O:40][CH:39]([CH:43]=[C:45]([C:50]2[CH:49]=[CH:48][CH:47]=[CH:46][CH:1]=2)[C:20]2[CH:25]=[CH:24][CH:23]=[CH:22][C:21]=2[C:26]([F:27])([F:29])[F:28])[CH2:38]1)[C:31]1[CH:32]=[CH:33][CH:34]=[CH:35][CH:36]=1, predict the reactants needed to synthesize it. The reactants are: [CH3:1][Si]([N-][Si](C)(C)C)(C)C.[K+].C(OP(C[C:20]1[CH:25]=[CH:24][CH:23]=[CH:22][C:21]=1[C:26]([F:29])([F:28])[F:27])(=O)OCC)C.[CH2:30]([N:37]1[CH2:42][CH2:41][O:40][CH:39]([C:43]([C:45]2[CH:50]=[CH:49][CH:48]=[CH:47][CH:46]=2)=O)[CH2:38]1)[C:31]1[CH:36]=[CH:35][CH:34]=[CH:33][CH:32]=1. (3) Given the product [Br:1][C:2]1[C:6]([C:7]([O:9][CH2:10][CH3:11])=[O:8])=[C:5]([N:12]2[CH2:16][CH2:15][C@H:14]([O:17][CH3:19])[CH2:13]2)[N:4]([CH3:18])[N:3]=1, predict the reactants needed to synthesize it. The reactants are: [Br:1][C:2]1[C:6]([C:7]([O:9][CH2:10][CH3:11])=[O:8])=[C:5]([N:12]2[CH2:16][CH2:15][C@H:14]([OH:17])[CH2:13]2)[N:4]([CH3:18])[N:3]=1.[CH3:19]N(C)C=O.[H-].[Na+].CI. (4) Given the product [CH2:1]([NH:5][C:6]([C:8]1[CH:13]=[CH:12][C:11]([NH:14][C:15]([CH3:20])([CH3:19])[C:16]([O:18][CH3:22])=[O:17])=[CH:10][C:9]=1[F:21])=[O:7])[CH2:2][CH2:3][CH3:4], predict the reactants needed to synthesize it. The reactants are: [CH2:1]([NH:5][C:6]([C:8]1[CH:13]=[CH:12][C:11]([NH:14][C:15]([CH3:20])([CH3:19])[C:16]([OH:18])=[O:17])=[CH:10][C:9]=1[F:21])=[O:7])[CH2:2][CH2:3][CH3:4].[C:22]([O-])([O-])=O.[K+].[K+].CI. (5) Given the product [N:10]1[CH:11]=[CH:12][CH:13]=[C:8]([C:7]2[N:6]=[C:5]([NH2:14])[CH:4]=[N:3][C:2]=2[C:23]2[CH:28]=[CH:27][N:26]=[CH:25][CH:24]=2)[CH:9]=1, predict the reactants needed to synthesize it. The reactants are: Br[C:2]1[N:3]=[CH:4][C:5]([NH2:14])=[N:6][C:7]=1[C:8]1[CH:9]=[N:10][CH:11]=[CH:12][CH:13]=1.CC1(C)C(C)(C)OB([C:23]2[CH:28]=[CH:27][N:26]=[CH:25][CH:24]=2)O1.C(=O)([O-])[O-].[Cs+].[Cs+]. (6) Given the product [CH3:16][S:13]([CH2:12][CH2:11][NH:10][C:2]1[N:7]=[C:6]([NH2:8])[CH:5]=[CH:4][N:3]=1)(=[O:15])=[O:14], predict the reactants needed to synthesize it. The reactants are: Cl[C:2]1[N:7]=[C:6]([NH2:8])[CH:5]=[CH:4][N:3]=1.Cl.[NH2:10][CH2:11][CH2:12][S:13]([CH3:16])(=[O:15])=[O:14].FC(F)(F)C(O)=O.C(O)(C)(C)C. (7) Given the product [F:14][C:8]1[C:9]([F:13])=[CH:10][CH:11]=[CH:12][C:7]=1[C:6]([N:5]([CH2:1][CH2:2][CH2:3][CH3:4])[CH:16]([CH2:32][CH:31]=[CH:30][CH2:29][Cl:28])[C:17]1[NH:18][C:19]2[CH:25]=[CH:24][CH:23]=[CH:22][C:20]=2[N:21]=1)=[O:15], predict the reactants needed to synthesize it. The reactants are: [CH2:1]([N:5]([CH2:16][C:17]1[NH:21][C:20]2[CH:22]=[CH:23][CH:24]=[CH:25][C:19]=2[N:18]=1)[C:6](=[O:15])[C:7]1[CH:12]=[CH:11][CH:10]=[C:9]([F:13])[C:8]=1[F:14])[CH2:2][CH2:3][CH3:4].[H-].[Na+].[Cl:28][CH2:29][CH:30]=[CH:31][CH2:32]Cl. (8) Given the product [CH:18]1([O:1][C:2]2[C:3]([N+:14]([O-:16])=[O:15])=[C:4]([CH:9]=[CH:10][C:11]=2[O:12][CH3:13])[C:5]([O:7][CH3:8])=[O:6])[CH2:22][CH2:21][CH2:20][CH2:19]1, predict the reactants needed to synthesize it. The reactants are: [OH:1][C:2]1[C:3]([N+:14]([O-:16])=[O:15])=[C:4]([CH:9]=[CH:10][C:11]=1[O:12][CH3:13])[C:5]([O:7][CH3:8])=[O:6].Br[CH:18]1[CH2:22][CH2:21][CH2:20][CH2:19]1.C(=O)([O-])[O-].[K+].[K+]. (9) The reactants are: CC(O)=O.OS(O)(=O)=O.[CH2:10]([N:12]([CH2:26][CH2:27][CH2:28][C:29]1[CH:34]=[CH:33][CH:32]=[CH:31][CH:30]=1)[CH:13]1[CH2:18][CH2:17][CH:16]([C:19]2[CH:24]=[CH:23][C:22]([OH:25])=[CH:21][CH:20]=2)[CH2:15][CH2:14]1)[CH3:11].ClC[C:37]([NH:39]CO)=O. Given the product [NH2:39][CH2:37][C:21]1[CH:20]=[C:19]([CH:16]2[CH2:17][CH2:18][CH:13]([N:12]([CH2:10][CH3:11])[CH2:26][CH2:27][CH2:28][C:29]3[CH:34]=[CH:33][CH:32]=[CH:31][CH:30]=3)[CH2:14][CH2:15]2)[CH:24]=[CH:23][C:22]=1[OH:25], predict the reactants needed to synthesize it.